Dataset: Forward reaction prediction with 1.9M reactions from USPTO patents (1976-2016). Task: Predict the product of the given reaction. (1) Given the reactants I[C:2]1[CH:3]=[N:4][CH:5]=[CH:6][CH:7]=1.[CH3:8][O:9][C:10]1[CH:15]=[CH:14][C:13](B(O)O)=[CH:12][CH:11]=1.C(=O)([O-])[O-].[Na+].[Na+], predict the reaction product. The product is: [CH3:8][O:9][C:10]1[CH:15]=[CH:14][C:13]([C:2]2[CH:3]=[N:4][CH:5]=[CH:6][CH:7]=2)=[CH:12][CH:11]=1. (2) Given the reactants [CH3:1][O:2][C:3]1[CH:23]=[CH:22][C:6]([CH2:7][N:8]([CH2:13][C:14]2[CH:19]=[CH:18][C:17]([O:20][CH3:21])=[CH:16][CH:15]=2)[S:9]([CH3:12])(=[O:11])=[O:10])=[CH:5][CH:4]=1.C[C:25]1[CH:30]=[CH:29][C:28](S(OC(CC=C)CC)(=O)=O)=[CH:27][CH:26]=1, predict the reaction product. The product is: [CH2:29]([C@@H:30]([CH2:25][CH:26]=[CH2:27])[CH2:12][S:9]([N:8]([CH2:7][C:6]1[CH:5]=[CH:4][C:3]([O:2][CH3:1])=[CH:23][CH:22]=1)[CH2:13][C:14]1[CH:15]=[CH:16][C:17]([O:20][CH3:21])=[CH:18][CH:19]=1)(=[O:11])=[O:10])[CH3:28].[CH2:29]([C@H:30]([CH2:25][CH:26]=[CH2:27])[CH2:12][S:9]([N:8]([CH2:7][C:6]1[CH:5]=[CH:4][C:3]([O:2][CH3:1])=[CH:23][CH:22]=1)[CH2:13][C:14]1[CH:15]=[CH:16][C:17]([O:20][CH3:21])=[CH:18][CH:19]=1)(=[O:11])=[O:10])[CH3:28]. (3) Given the reactants [F:1][C:2]1[CH:3]=[C:4]([CH:7]=[CH:8][CH:9]=1)[CH2:5][OH:6].COCCOCCN(CCOCCOC)CCOCCOC.[OH-].[K+].[F:34][C:35]1[CH:40]=[C:39](F)[C:38]([F:42])=[CH:37][C:36]=1[N+:43]([O-:45])=[O:44], predict the reaction product. The product is: [F:42][C:38]1[CH:37]=[C:36]([N+:43]([O-:45])=[O:44])[C:35]([F:34])=[CH:40][C:39]=1[O:6][CH2:5][C:4]1[CH:7]=[CH:8][CH:9]=[C:2]([F:1])[CH:3]=1. (4) Given the reactants [N:1]1[NH:2][N:3]=[N:4][C:5]=1[C:6]1[CH:7]=[CH:8][C:9]2[O:13][C:12]3[CH:14]=[C:15]([S:18]([NH:21][C@@H:22]([CH:30]([CH3:32])[CH3:31])[C:23]([O:25]C(C)(C)C)=[O:24])(=[O:20])=[O:19])[CH:16]=[CH:17][C:11]=3[C:10]=2[CH:33]=1.C(O)(C(F)(F)F)=O.C(Cl)Cl, predict the reaction product. The product is: [N:4]1[NH:3][N:2]=[N:1][C:5]=1[C:6]1[CH:7]=[CH:8][C:9]2[O:13][C:12]3[CH:14]=[C:15]([S:18]([NH:21][C@@H:22]([CH:30]([CH3:31])[CH3:32])[C:23]([OH:25])=[O:24])(=[O:19])=[O:20])[CH:16]=[CH:17][C:11]=3[C:10]=2[CH:33]=1.